From a dataset of Reaction yield outcomes from USPTO patents with 853,638 reactions. Predict the reaction yield, written as a fraction of the theoretical maximum amount of product (1.0 means a 100% yield; for example, 0.34 means a 34% yield). (1) The reactants are [F:1][C:2]([F:20])([F:19])[C:3](=O)[CH2:4][C:5]([C:7]1[CH:17]=[CH:16][C:10]2[O:11][CH2:12][C:13](=[O:15])[NH:14][C:9]=2[CH:8]=1)=O.[Cl:21][C:22]1[CH:27]=[CH:26][CH:25]=[C:24]([CH3:28])[C:23]=1[NH:29][NH2:30]. The catalyst is C(N(CC)CC)C. The product is [Cl:21][C:22]1[CH:27]=[CH:26][CH:25]=[C:24]([CH3:28])[C:23]=1[N:29]1[C:5]([C:7]2[CH:17]=[CH:16][C:10]3[O:11][CH2:12][C:13](=[O:15])[NH:14][C:9]=3[CH:8]=2)=[CH:4][C:3]([C:2]([F:20])([F:19])[F:1])=[N:30]1. The yield is 0.590. (2) The yield is 1.00. The product is [C:1]1([S:7]([N:10]2[C:14]3=[N:15][CH:16]=[C:17]([F:19])[CH:18]=[C:13]3[CH:12]=[C:11]2[CH:20]([OH:37])[CH2:21][CH:22]2[CH2:23][CH2:27][CH2:26][CH2:25]2)(=[O:9])=[O:8])[CH:6]=[CH:5][CH:4]=[CH:3][CH:2]=1. The reactants are [C:1]1([S:7]([N:10]2[C:14]3=[N:15][CH:16]=[C:17]([F:19])[CH:18]=[C:13]3[CH:12]=[CH:11]2)(=[O:9])=[O:8])[CH:6]=[CH:5][CH:4]=[CH:3][CH:2]=1.[CH2:20]([Li])[CH2:21][CH2:22][CH3:23].[CH3:25][CH2:26][CH2:27]CCC.C1(C=[O:37])CCCC1. The catalyst is O1CCCC1. (3) The reactants are [C:1]([C:5]1[CH:10]=[CH:9][CH:8]=[CH:7][C:6]=1[N:11]1[CH2:16][CH2:15][N:14]([C:17](=[O:21])[CH2:18][C:19]#[N:20])[CH2:13][CH2:12]1)([CH3:4])([CH3:3])[CH3:2].[N-:22]=[N+:23]=[N-:24].[Na+].Cl. The catalyst is O.[Br-].[Zn+2].[Br-]. The product is [C:1]([C:5]1[CH:10]=[CH:9][CH:8]=[CH:7][C:6]=1[N:11]1[CH2:12][CH2:13][N:14]([C:17](=[O:21])[CH2:18][C:19]2[NH:24][N:23]=[N:22][N:20]=2)[CH2:15][CH2:16]1)([CH3:4])([CH3:2])[CH3:3]. The yield is 0.270. (4) The reactants are [CH3:1][N:2]([CH3:27])[CH2:3][CH2:4][S:5]([CH2:8][CH:9]([CH2:20][C:21]1[CH:26]=[CH:25][CH:24]=[CH:23][CH:22]=1)[C:10]([O:12]CC1C=CC=CC=1)=[O:11])(=[O:7])=[O:6]. The catalyst is C(O)C.[Pd]. The product is [CH3:27][N:2]([CH3:1])[CH2:3][CH2:4][S:5]([CH2:8][CH:9]([CH2:20][C:21]1[CH:22]=[CH:23][CH:24]=[CH:25][CH:26]=1)[C:10]([OH:12])=[O:11])(=[O:7])=[O:6]. The yield is 0.700. (5) The catalyst is C1COCC1. The yield is 0.970. The reactants are [CH3:1][S:2](Cl)(=[O:4])=[O:3].[Br:6][C:7]1[CH:12]=[CH:11][CH:10]=[CH:9][C:8]=1[CH2:13][CH2:14][CH2:15][OH:16].C(N(CC)CC)C.O. The product is [Br:6][C:7]1[CH:12]=[CH:11][CH:10]=[CH:9][C:8]=1[CH2:13][CH2:14][CH2:15][O:16][S:2]([CH3:1])(=[O:4])=[O:3]. (6) The reactants are [Cl-].O[NH3+:3].[C:4](=[O:7])([O-:6])O.[Na+].CS(C)=O.[CH2:13]([C:17]1[N:18]=[C:19]([CH3:52])[N:20]([C:39]2[CH:40]=[C:41]([C:48]([O:50][CH3:51])=[O:49])[C:42]3[O:46][CH2:45][CH2:44][C:43]=3[CH:47]=2)[C:21](=[O:38])[C:22]=1[CH2:23][C:24]1[CH:29]=[CH:28][C:27]([C:30]2[CH:35]=[CH:34][CH:33]=[CH:32][C:31]=2[C:36]#[N:37])=[CH:26][CH:25]=1)[CH2:14][CH2:15][CH3:16]. The catalyst is O.C(OCC)(=O)C. The product is [CH2:13]([C:17]1[N:18]=[C:19]([CH3:52])[N:20]([C:39]2[CH:40]=[C:41]([C:48]([O:50][CH3:51])=[O:49])[C:42]3[O:46][CH2:45][CH2:44][C:43]=3[CH:47]=2)[C:21](=[O:38])[C:22]=1[CH2:23][C:24]1[CH:29]=[CH:28][C:27]([C:30]2[CH:35]=[CH:34][CH:33]=[CH:32][C:31]=2[C:36]2[NH:3][C:4](=[O:7])[O:6][N:37]=2)=[CH:26][CH:25]=1)[CH2:14][CH2:15][CH3:16]. The yield is 0.310. (7) The reactants are [CH3:1][N:2]1[CH:6]=[C:5]([C:7]2[C:11]([CH3:12])=[C:10]([NH:13][C:14](=O)[O:15]C3C=CC=CC=3)[N:9]([C:23]3[CH:28]=[CH:27][CH:26]=[CH:25][CH:24]=3)[N:8]=2)[CH:4]=[N:3]1.[CH:29]1([C:33]2[CH:38]=[C:37]([F:39])[C:36]([CH2:40][O:41][CH3:42])=[CH:35][C:34]=2[CH2:43][NH2:44])[CH2:32][CH2:31][CH2:30]1.C(N(C(C)C)C(C)C)C. The catalyst is ClCCCl. The product is [CH:29]1([C:33]2[CH:38]=[C:37]([F:39])[C:36]([CH2:40][O:41][CH3:42])=[CH:35][C:34]=2[CH2:43][NH:44][C:14]([NH:13][C:10]2[N:9]([C:23]3[CH:24]=[CH:25][CH:26]=[CH:27][CH:28]=3)[N:8]=[C:7]([C:5]3[CH:4]=[N:3][N:2]([CH3:1])[CH:6]=3)[C:11]=2[CH3:12])=[O:15])[CH2:30][CH2:31][CH2:32]1. The yield is 0.150.